This data is from Forward reaction prediction with 1.9M reactions from USPTO patents (1976-2016). The task is: Predict the product of the given reaction. (1) Given the reactants [C:1]([C:5]1[CH:20]=[CH:19][C:8]2[NH:9][C:10]([C:12]3[CH:17]=[CH:16][C:15](N)=[CH:14][CH:13]=3)=[N:11][C:7]=2[CH:6]=1)([CH3:4])([CH3:3])[CH3:2].Cl[C:22]1[C:40]([Cl:41])=[CH:39][C:25]2[NH:26][C:27](C3C4OCCNC=4C=CC=3)=[N:28][C:24]=2[CH:23]=1.ClC1C(Cl)=CC=CN=1.C([O-])([O-])=[O:51].[Cs+].[Cs+], predict the reaction product. The product is: [C:1]([C:5]1[CH:20]=[CH:19][C:8]2[N:9]=[C:10]([C:12]3[C:17]4[O:51][CH2:39][CH2:25][N:26]([C:27]5[C:40]([Cl:41])=[CH:22][CH:23]=[CH:24][N:28]=5)[C:16]=4[CH:15]=[CH:14][CH:13]=3)[NH:11][C:7]=2[CH:6]=1)([CH3:4])([CH3:3])[CH3:2]. (2) Given the reactants Cl[C:2]1[N:7]=[C:6]([N:8]2[C:12]([CH:14]3[CH2:16][CH2:15]3)([CH3:13])[CH2:11][O:10][C:9]2=[O:17])[CH:5]=[CH:4][N:3]=1.[F:18][C:19]1[CH:24]=[CH:23][C:22]([C@@H:25]([NH2:27])[CH3:26])=[CH:21][CH:20]=1.CCOC(C)=O, predict the reaction product. The product is: [CH:14]1([C@@:12]2([CH3:13])[CH2:11][O:10][C:9](=[O:17])[N:8]2[C:6]2[CH:5]=[CH:4][N:3]=[C:2]([NH:27][C@H:25]([C:22]3[CH:23]=[CH:24][C:19]([F:18])=[CH:20][CH:21]=3)[CH3:26])[N:7]=2)[CH2:16][CH2:15]1.[CH:14]1([C@:12]2([CH3:13])[CH2:11][O:10][C:9](=[O:17])[N:8]2[C:6]2[CH:5]=[CH:4][N:3]=[C:2]([NH:27][C@H:25]([C:22]3[CH:23]=[CH:24][C:19]([F:18])=[CH:20][CH:21]=3)[CH3:26])[N:7]=2)[CH2:16][CH2:15]1. (3) Given the reactants Br[C:2]1[CH:3]=[CH:4][C:5](=[O:9])[N:6]([CH3:8])[CH:7]=1.[OH-].[K+].[B:12]1([B:12]2[O:16][C:15]([CH3:18])([CH3:17])[C:14]([CH3:20])([CH3:19])[O:13]2)[O:16][C:15]([CH3:18])([CH3:17])[C:14]([CH3:20])([CH3:19])[O:13]1.C1(P(C2CCCCC2)C2CCCCC2)CCCCC1, predict the reaction product. The product is: [CH3:8][N:6]1[CH:7]=[C:2]([B:12]2[O:16][C:15]([CH3:18])([CH3:17])[C:14]([CH3:20])([CH3:19])[O:13]2)[CH:3]=[CH:4][C:5]1=[O:9]. (4) Given the reactants N#N.Br[C:4]1[CH:5]=[C:6]2[NH:12][CH:11]=[CH:10][C:7]2=[N:8][CH:9]=1.[CH3:13][N:14]1[CH:18]=[C:17](B2OC(C)(C)C(C)(C)O2)[CH:16]=[N:15]1.C([O-])([O-])=O.[K+].[K+], predict the reaction product. The product is: [CH3:13][N:14]1[CH:18]=[C:17]([C:4]2[CH:5]=[C:6]3[NH:12][CH:11]=[CH:10][C:7]3=[N:8][CH:9]=2)[CH:16]=[N:15]1. (5) Given the reactants O1C=CC=C1C1OC(=O)C(OC)=C1OC.[Cl:16][C:17]1[CH:22]=[CH:21][C:20]([C:23]2([OH:32])[C:26](=[O:27])[C:25]([O:28][CH3:29])=[C:24]2[O:30][CH3:31])=[CH:19][CH:18]=1, predict the reaction product. The product is: [Cl:16][C:17]1[CH:22]=[CH:21][C:20]([CH:23]2[O:32][C:26](=[O:27])[C:25]([O:28][CH3:29])=[C:24]2[O:30][CH3:31])=[CH:19][CH:18]=1. (6) Given the reactants Cl[CH2:2][CH2:3][O:4][C:5]1[CH:10]=[CH:9][C:8]([C:11]2[CH:12]=[N:13][CH:14]=[C:15]([C:18]=2[NH:19][C:20]2[C:21]([CH3:30])=[C:22]3[C:26](=[C:27]([Cl:29])[CH:28]=2)[NH:25][CH:24]=[CH:23]3)[C:16]#[N:17])=[CH:7][CH:6]=1.[CH3:31][N:32]1[CH2:37][CH2:36][NH:35][CH2:34][CH2:33]1, predict the reaction product. The product is: [Cl:29][C:27]1[CH:28]=[C:20]([NH:19][C:18]2[C:15]([C:16]#[N:17])=[CH:14][N:13]=[CH:12][C:11]=2[C:8]2[CH:7]=[CH:6][C:5]([O:4][CH2:3][CH2:2][N:35]3[CH2:36][CH2:37][N:32]([CH3:31])[CH2:33][CH2:34]3)=[CH:10][CH:9]=2)[C:21]([CH3:30])=[C:22]2[C:26]=1[NH:25][CH:24]=[CH:23]2. (7) Given the reactants [Cl:1][C:2]1[N:7]=[CH:6][C:5]([CH2:8][N:9]2[CH2:14][CH2:13][N:12]([CH:15]([CH3:17])[CH3:16])[CH2:11][CH2:10]2)=[CH:4][CH:3]=1.[CH3:18][C:19]1[CH:24]=[C:23](B(O)O)[CH:22]=[CH:21][N:20]=1, predict the reaction product. The product is: [ClH:1].[ClH:1].[ClH:1].[CH:15]([N:12]1[CH2:13][CH2:14][N:9]([CH2:8][C:5]2[CH:4]=[CH:3][C:2]([C:23]3[CH:22]=[CH:21][N:20]=[C:19]([CH3:18])[CH:24]=3)=[N:7][CH:6]=2)[CH2:10][CH2:11]1)([CH3:17])[CH3:16]. (8) Given the reactants [CH3:1][O:2][C:3]1[CH:8]=[CH:7][N:6]=[C:5]([O:9][C@H:10]2[CH2:15][N:14](C(OCC3C=CC=CC=3)=O)[C@H:13]([CH3:26])[CH2:12][CH2:11]2)[CH:4]=1, predict the reaction product. The product is: [CH3:1][O:2][C:3]1[CH:8]=[CH:7][N:6]=[C:5]([O:9][C@@H:10]2[CH2:11][CH2:12][C@@H:13]([CH3:26])[NH:14][CH2:15]2)[CH:4]=1.